From a dataset of Reaction yield outcomes from USPTO patents with 853,638 reactions. Predict the reaction yield, written as a fraction of the theoretical maximum amount of product (1.0 means a 100% yield; for example, 0.34 means a 34% yield). (1) The reactants are [CH3:1][O:2][C:3](=[O:19])[CH2:4][P:5]([O:13][CH2:14][C:15]([F:18])([F:17])[F:16])([O:7][CH2:8][C:9]([F:12])([F:11])[F:10])=[O:6].C[Si]([N-][Si](C)(C)C)(C)C.[Na+].Br[CH2:31][C:32]([CH3:55])=[CH:33][CH2:34][C:35]1[C:43]([O:44][CH2:45][CH2:46][Si:47]([CH3:50])([CH3:49])[CH3:48])=[C:42]2[C:38]([CH2:39][O:40][C:41]2=[O:51])=[C:37]([CH3:52])[C:36]=1[O:53][CH3:54].[Cl-].[NH4+]. The catalyst is C1COCC1.CCOC(C)=O. The product is [CH3:1][O:2][C:3](=[O:19])[CH:4]([P:5]([O:7][CH2:8][C:9]([F:12])([F:10])[F:11])([O:13][CH2:14][C:15]([F:18])([F:16])[F:17])=[O:6])[CH2:31][C:32]([CH3:55])=[CH:33][CH2:34][C:35]1[C:43]([O:44][CH2:45][CH2:46][Si:47]([CH3:50])([CH3:48])[CH3:49])=[C:42]2[C:38](=[C:37]([CH3:52])[C:36]=1[O:53][CH3:54])[CH2:39][O:40][C:41]2=[O:51]. The yield is 0.480. (2) The reactants are [C:1]([O:5][C:6]([N:8]1[C:16]2[C:11](=[CH:12][C:13]([CH2:17]Cl)=[CH:14][CH:15]=2)[CH:10]=[CH:9]1)=[O:7])([CH3:4])([CH3:3])[CH3:2].[CH:19]1([SH:25])[CH2:24][CH2:23][CH2:22][CH2:21][CH2:20]1.C([O-])([O-])=O.[K+].[K+]. The catalyst is CN(C=O)C.[NH4+].[Cl-]. The product is [C:1]([O:5][C:6]([N:8]1[C:16]2[C:11](=[CH:12][C:13]([CH2:17][S:25][CH:19]3[CH2:24][CH2:23][CH2:22][CH2:21][CH2:20]3)=[CH:14][CH:15]=2)[CH:10]=[CH:9]1)=[O:7])([CH3:4])([CH3:3])[CH3:2]. The yield is 0.740. (3) The reactants are [Cl:1][C:2]1[CH:17]=[CH:16][C:5]([O:6][C:7]2[CH:8]=[C:9]([CH:13]=[CH:14][CH:15]=2)[C:10]([OH:12])=[O:11])=[C:4]([N+:18]([O-:20])=[O:19])[CH:3]=1.[CH2:21](O)[CH3:22]. No catalyst specified. The product is [CH2:21]([O:11][C:10](=[O:12])[C:9]1[CH:13]=[CH:14][CH:15]=[C:7]([O:6][C:5]2[CH:16]=[CH:17][C:2]([Cl:1])=[CH:3][C:4]=2[N+:18]([O-:20])=[O:19])[CH:8]=1)[CH3:22]. The yield is 0.910. (4) The reactants are [C:1]([O:9][CH2:10][CH3:11])([O:6][CH2:7][CH3:8])(OCC)[CH3:2].N1C=CC=CC=1.[F:18][C:19]([F:30])([F:29])[C:20](O[C:20](=[O:21])[C:19]([F:30])([F:29])[F:18])=[O:21]. The catalyst is C(Cl)Cl. The product is [CH2:10]([O:9][C:1]([O:6][CH2:7][CH3:8])=[CH:2][C:20](=[O:21])[C:19]([F:30])([F:29])[F:18])[CH3:11]. The yield is 0.950. (5) The reactants are [O:1]=[S:2]1(=[O:38])[CH2:6][CH2:5][CH:4]=[C:3]1[C:7]1[CH:37]=[CH:36][C:10]2[NH:11][C:12]([C:17]3[C:22](=[O:23])[N:21]([CH2:24][C:25]4[CH:30]=[CH:29][C:28]([F:31])=[CH:27][CH:26]=4)[N:20]4[CH:32]=[CH:33][CH:34]=[C:19]4[C:18]=3[OH:35])=[N:13][S:14](=[O:16])(=[O:15])[C:9]=2[CH:8]=1.[H][H].C(OCC)C. The catalyst is CN(C)C=O.[Pd]. The product is [O:38]=[S:2]1(=[O:1])[CH2:6][CH2:5][CH2:4][CH:3]1[C:7]1[CH:37]=[CH:36][C:10]2[NH:11][C:12]([C:17]3[C:22](=[O:23])[N:21]([CH2:24][C:25]4[CH:30]=[CH:29][C:28]([F:31])=[CH:27][CH:26]=4)[N:20]4[CH:32]=[CH:33][CH:34]=[C:19]4[C:18]=3[OH:35])=[N:13][S:14](=[O:16])(=[O:15])[C:9]=2[CH:8]=1. The yield is 0.280. (6) The reactants are [CH3:1][O:2][C:3](=[O:15])[CH:4]([C:10]1[S:11][CH:12]=[CH:13][CH:14]=1)[C:5]1[S:6][CH:7]=[CH:8][CH:9]=1.O[C@@H:17]1[CH:22]2C[CH2:24][N:19]([CH2:20][CH2:21]2)[CH2:18]1. The catalyst is C1(C)C=CC=CC=1. The product is [N:19]12[CH2:20][CH2:21][CH:22]([CH2:17][CH2:18]1)[C@@H:1]([O:2][C:3](=[O:15])[CH:4]([C:5]1[S:6][CH:7]=[CH:8][CH:9]=1)[C:10]1[S:11][CH:12]=[CH:13][CH:14]=1)[CH2:24]2. The yield is 0.350. (7) The reactants are [CH2:1]([C:5]1[N:10]([CH2:11][C:12]2[CH:17]=[CH:16][C:15]([C:18]3[CH:23]=[CH:22][CH:21]=[CH:20][C:19]=3[C:24]3[NH:28][C:27](=[O:29])[O:26][N:25]=3)=[CH:14][CH:13]=2)[C:9](=[O:30])[C:8]([CH:31]([OH:38])[C:32]2[CH:37]=[CH:36][CH:35]=[CH:34][CH:33]=2)=[C:7]([CH3:39])[N:6]=1)[CH2:2][CH2:3][CH3:4].CC(OI1(OC(C)=O)(OC(C)=O)OC(=O)C2C1=CC=CC=2)=O.C(OCC)(=O)C.S([O-])([O-])(=O)=S.[Na+].[Na+]. The catalyst is ClCCl.O. The product is [C:31]([C:8]1[C:9](=[O:30])[N:10]([CH2:11][C:12]2[CH:17]=[CH:16][C:15]([C:18]3[CH:23]=[CH:22][CH:21]=[CH:20][C:19]=3[C:24]3[NH:28][C:27](=[O:29])[O:26][N:25]=3)=[CH:14][CH:13]=2)[C:5]([CH2:1][CH2:2][CH2:3][CH3:4])=[N:6][C:7]=1[CH3:39])(=[O:38])[C:32]1[CH:37]=[CH:36][CH:35]=[CH:34][CH:33]=1. The yield is 0.700. (8) The reactants are C([O:4][CH2:5][CH:6]=[C:7]([CH3:16])[CH2:8][CH2:9][CH:10]=[C:11]([CH3:15])[C:12]([OH:14])=[O:13])(=O)C.C(=O)([O-])[O-].[K+].[K+].C(Cl)Cl.Cl. The catalyst is CO.O. The product is [OH:4][CH2:5][CH:6]=[C:7]([CH3:16])[CH2:8][CH2:9][CH:10]=[C:11]([CH3:15])[C:12]([OH:14])=[O:13]. The yield is 0.590. (9) The reactants are [CH3:1][CH:2]([C:4]1[N:8]=[C:7]([N:9]2[CH2:14][CH2:13][CH:12]([C@H:15]([OH:17])[CH3:16])[CH2:11][CH2:10]2)[O:6][N:5]=1)[CH3:3].CCN(CC)CC.[CH3:25][S:26](Cl)(=[O:28])=[O:27]. The catalyst is ClCCl. The product is [CH3:25][S:26]([O:17][C@@H:15]([CH:12]1[CH2:13][CH2:14][N:9]([C:7]2[O:6][N:5]=[C:4]([CH:2]([CH3:1])[CH3:3])[N:8]=2)[CH2:10][CH2:11]1)[CH3:16])(=[O:28])=[O:27]. The yield is 1.00.